The task is: Predict the product of the given reaction.. This data is from Forward reaction prediction with 1.9M reactions from USPTO patents (1976-2016). (1) Given the reactants Cl[C:2]1[CH:7]=[CH:6][N:5]2[N:8]=[CH:9][C:10]([CH:11]=[O:12])=[C:4]2[N:3]=1.[O:13]1[CH2:18][CH2:17][N:16]([CH2:19][CH2:20][O:21][C:22]2[CH:23]=[C:24]([CH:26]=[CH:27][CH:28]=2)[NH2:25])[CH2:15][CH2:14]1.ClCCl, predict the reaction product. The product is: [O:13]1[CH2:14][CH2:15][N:16]([CH2:19][CH2:20][O:21][C:22]2[CH:23]=[C:24]([NH:25][C:2]3[CH:7]=[CH:6][N:5]4[N:8]=[CH:9][C:10]([CH:11]=[O:12])=[C:4]4[N:3]=3)[CH:26]=[CH:27][CH:28]=2)[CH2:17][CH2:18]1. (2) Given the reactants [NH2:1][C:2]1[N:3]([CH3:24])[C:4](=[O:23])[C:5]2([C:15]3[C:10](=[CH:11][CH:12]=[C:13](Br)[CH:14]=3)[O:9][CH:8]([C:17]3[CH:22]=[CH:21][CH:20]=[CH:19][CH:18]=3)[CH2:7]2)[N:6]=1.[F:25][C:26]1[CH:31]=[CH:30][C:29](B(O)O)=[CH:28][C:27]=1[C:35](=[O:40])[NH:36][CH2:37][CH2:38][OH:39], predict the reaction product. The product is: [NH2:1][C:2]1[N:3]([CH3:24])[C:4](=[O:23])[C:5]2([C:15]3[C:10](=[CH:11][CH:12]=[C:13]([C:29]4[CH:30]=[CH:31][C:26]([F:25])=[C:27]([CH:28]=4)[C:35]([NH:36][CH2:37][CH2:38][OH:39])=[O:40])[CH:14]=3)[O:9][CH:8]([C:17]3[CH:22]=[CH:21][CH:20]=[CH:19][CH:18]=3)[CH2:7]2)[N:6]=1. (3) Given the reactants Cl[CH2:2][C:3]([NH:5][C:6]1[CH:25]=[CH:24][C:9]2[N:10]=[C:11]([NH:14][CH2:15][CH2:16][O:17][C:18]3[CH:23]=[CH:22][CH:21]=[CH:20][CH:19]=3)[O:12][CH2:13][C:8]=2[CH:7]=1)=[O:4].[NH:26]1[CH2:31][CH2:30][O:29][CH2:28][CH2:27]1, predict the reaction product. The product is: [N:26]1([CH2:2][C:3]([NH:5][C:6]2[CH:25]=[CH:24][C:9]3[N:10]=[C:11]([NH:14][CH2:15][CH2:16][O:17][C:18]4[CH:23]=[CH:22][CH:21]=[CH:20][CH:19]=4)[O:12][CH2:13][C:8]=3[CH:7]=2)=[O:4])[CH2:31][CH2:30][O:29][CH2:28][CH2:27]1. (4) Given the reactants [CH3:1][O:2][C:3]1[CH:20]=[CH:19][CH:18]=[CH:17][C:4]=1[C:5]([NH:7][C:8]1[S:9][CH:10]=[C:11]([CH3:16])[C:12]=1[C:13]([NH2:15])=[O:14])=O.[OH-].[Na+].CCO, predict the reaction product. The product is: [CH3:1][O:2][C:3]1[CH:20]=[CH:19][CH:18]=[CH:17][C:4]=1[C:5]1[NH:15][C:13](=[O:14])[C:12]2[C:11]([CH3:16])=[CH:10][S:9][C:8]=2[N:7]=1.